This data is from NCI-60 drug combinations with 297,098 pairs across 59 cell lines. The task is: Regression. Given two drug SMILES strings and cell line genomic features, predict the synergy score measuring deviation from expected non-interaction effect. Drug 1: CC1=C(C(CCC1)(C)C)C=CC(=CC=CC(=CC(=O)O)C)C. Drug 2: C1CN(P(=O)(OC1)NCCCl)CCCl. Cell line: NCIH23. Synergy scores: CSS=4.70, Synergy_ZIP=-1.48, Synergy_Bliss=-1.57, Synergy_Loewe=-2.90, Synergy_HSA=-2.88.